Task: Predict the reactants needed to synthesize the given product.. Dataset: Full USPTO retrosynthesis dataset with 1.9M reactions from patents (1976-2016) (1) Given the product [Cl:1][C:2]1[CH:8]=[C:7]([Cl:9])[CH:6]=[CH:5][C:3]=1[N:4]=[C:10]=[S:11], predict the reactants needed to synthesize it. The reactants are: [Cl:1][C:2]1[CH:8]=[C:7]([Cl:9])[CH:6]=[CH:5][C:3]=1[NH2:4].[C:10](Cl)(Cl)=[S:11].C(N(C(C)C)C(C)C)C. (2) Given the product [Cl:11][C:5]1[N:4]=[CH:3][C:2]2[N:1]=[C:18]([C:17]3[CH:20]=[CH:21][C:22]([O:24][CH2:25][CH2:26][CH2:27][N:28]4[CH2:32][CH2:31][CH2:30][CH2:29]4)=[CH:23][C:16]=3[O:15][CH3:14])[N:13]([CH3:12])[C:8](=[O:10])[C:7]=2[CH:6]=1, predict the reactants needed to synthesize it. The reactants are: [NH2:1][C:2]1[C:7]([C:8]([OH:10])=O)=[CH:6][C:5]([Cl:11])=[N:4][CH:3]=1.[CH3:12][NH2:13].[CH3:14][O:15][C:16]1[CH:23]=[C:22]([O:24][CH2:25][CH2:26][CH2:27][N:28]2[CH2:32][CH2:31][CH2:30][CH2:29]2)[CH:21]=[CH:20][C:17]=1[CH:18]=O.